This data is from Forward reaction prediction with 1.9M reactions from USPTO patents (1976-2016). The task is: Predict the product of the given reaction. (1) Given the reactants [F:1][C:2]1[C:3]([CH2:13][NH:14][C:15]2[CH:20]=[CH:19][C:18]([O:21][C:22]([F:25])([F:24])[F:23])=[C:17]([C:26]([F:29])([F:28])[F:27])[CH:16]=2)=[CH:4][C:5]2[O:9][C:8]([C:10]#[N:11])=[CH:7][C:6]=2[CH:12]=1.[NH4+].[Cl-].[N-:32]=[N+:33]=[N-:34].[Na+].Cl, predict the reaction product. The product is: [F:1][C:2]1[C:3]([CH2:13][NH:14][C:15]2[CH:20]=[CH:19][C:18]([O:21][C:22]([F:23])([F:25])[F:24])=[C:17]([C:26]([F:29])([F:27])[F:28])[CH:16]=2)=[CH:4][C:5]2[O:9][C:8]([C:10]3[NH:34][N:33]=[N:32][N:11]=3)=[CH:7][C:6]=2[CH:12]=1. (2) The product is: [C:9]1([S:8][C:9]2[CH:10]=[CH:11][CH:12]=[CH:13][CH:14]=2)[CH:14]=[CH:13][CH:12]=[CH:11][CH:10]=1. Given the reactants [C:9]1([S:8][S:8][C:9]2[CH:14]=[CH:13][CH:12]=[CH:11][CH:10]=2)[CH:14]=[CH:13][CH:12]=[CH:11][CH:10]=1.[BH4-].[Na+], predict the reaction product. (3) The product is: [CH3:40][O:39][C:37](=[O:38])[C:36]1[CH:41]=[C:32]([O:31][CH2:29][C:26]2[S:27][CH:28]=[C:24]([C:21]3[CH:22]=[CH:23][C:18]([CH2:17][N:5]([C:6]4[CH:11]=[CH:10][C:9]([CH:12]([CH2:15][CH3:16])[CH2:13][CH3:14])=[CH:8][CH:7]=4)[CH:2]([CH3:4])[CH3:3])=[CH:19][CH:20]=3)[N:25]=2)[CH:33]=[N:34][CH:35]=1. Given the reactants Cl.[CH:2]([N:5]([CH2:17][C:18]1[CH:23]=[CH:22][C:21]([C:24]2[N:25]=[C:26]([CH2:29]Cl)[S:27][CH:28]=2)=[CH:20][CH:19]=1)[C:6]1[CH:11]=[CH:10][C:9]([CH:12]([CH2:15][CH3:16])[CH2:13][CH3:14])=[CH:8][CH:7]=1)([CH3:4])[CH3:3].[OH:31][C:32]1[CH:33]=[N:34][CH:35]=[C:36]([CH:41]=1)[C:37]([O:39][CH3:40])=[O:38].C(=O)([O-])[O-].[K+].[K+].[I-].[K+], predict the reaction product.